Task: Regression. Given two drug SMILES strings and cell line genomic features, predict the synergy score measuring deviation from expected non-interaction effect.. Dataset: NCI-60 drug combinations with 297,098 pairs across 59 cell lines (1) Drug 1: CC12CCC3C(C1CCC2=O)CC(=C)C4=CC(=O)C=CC34C. Drug 2: C1=NC2=C(N1)C(=S)N=CN2. Cell line: RXF 393. Synergy scores: CSS=20.2, Synergy_ZIP=-6.16, Synergy_Bliss=-11.8, Synergy_Loewe=-19.9, Synergy_HSA=-10.6. (2) Drug 1: C1CCC(C(C1)N)N.C(=O)(C(=O)[O-])[O-].[Pt+4]. Drug 2: CC1CCCC2(C(O2)CC(NC(=O)CC(C(C(=O)C(C1O)C)(C)C)O)C(=CC3=CSC(=N3)C)C)C. Cell line: NCI-H522. Synergy scores: CSS=40.1, Synergy_ZIP=-2.86, Synergy_Bliss=-6.80, Synergy_Loewe=-8.30, Synergy_HSA=-3.93. (3) Drug 1: C1CNP(=O)(OC1)N(CCCl)CCCl. Drug 2: C1C(C(OC1N2C=NC3=C2NC=NCC3O)CO)O. Cell line: 786-0. Synergy scores: CSS=-3.66, Synergy_ZIP=1.28, Synergy_Bliss=0.376, Synergy_Loewe=-4.73, Synergy_HSA=-3.89. (4) Drug 1: C1C(C(OC1N2C=NC3=C(N=C(N=C32)Cl)N)CO)O. Drug 2: CCC1(C2=C(COC1=O)C(=O)N3CC4=CC5=C(C=CC(=C5CN(C)C)O)N=C4C3=C2)O.Cl. Cell line: CAKI-1. Synergy scores: CSS=45.7, Synergy_ZIP=-7.50, Synergy_Bliss=-6.40, Synergy_Loewe=-7.72, Synergy_HSA=-2.28. (5) Drug 1: CN1C(=O)N2C=NC(=C2N=N1)C(=O)N. Drug 2: CCC1=C2CN3C(=CC4=C(C3=O)COC(=O)C4(CC)O)C2=NC5=C1C=C(C=C5)O. Cell line: RPMI-8226. Synergy scores: CSS=11.9, Synergy_ZIP=-5.64, Synergy_Bliss=-2.88, Synergy_Loewe=-0.743, Synergy_HSA=-0.684. (6) Synergy scores: CSS=19.2, Synergy_ZIP=-2.61, Synergy_Bliss=4.47, Synergy_Loewe=2.23, Synergy_HSA=4.32. Drug 2: C1CC(C1)(C(=O)O)C(=O)O.[NH2-].[NH2-].[Pt+2]. Drug 1: CN1CCC(CC1)COC2=C(C=C3C(=C2)N=CN=C3NC4=C(C=C(C=C4)Br)F)OC. Cell line: UACC-257.